Dataset: Reaction yield outcomes from USPTO patents with 853,638 reactions. Task: Predict the reaction yield, written as a fraction of the theoretical maximum amount of product (1.0 means a 100% yield; for example, 0.34 means a 34% yield). (1) The yield is 0.660. The reactants are [NH2:1][C:2]1[CH:3]=[C:4]([SH:8])[CH:5]=[CH:6][CH:7]=1.Cl.Cl[C:11]1[CH:16]=[CH:15][N:14]=[CH:13][CH:12]=1.C([O-])([O-])=O.[K+].[K+]. The catalyst is CN(C=O)C.CCOC(C)=O.O. The product is [N:14]1[CH:15]=[CH:16][C:11]([S:8][C:4]2[CH:3]=[C:2]([CH:7]=[CH:6][CH:5]=2)[NH2:1])=[CH:12][CH:13]=1. (2) The reactants are C[O:2][C:3](=[O:43])[CH:4]([NH:25][C:26](=[O:42])[C:27]1[CH:32]=[C:31]([Cl:33])[CH:30]=[CH:29][C:28]=1[N:34]1[CH2:39][CH:38]([CH3:40])[CH2:37][CH:36]([CH3:41])[CH2:35]1)[CH2:5][C:6]1[CH:11]=[CH:10][C:9]([C:12]2[CH:17]=[CH:16][CH:15]=[CH:14][C:13]=2[O:18][C:19]2[CH:24]=[CH:23][CH:22]=[CH:21][CH:20]=2)=[CH:8][CH:7]=1.[Li+].[OH-]. The catalyst is C1COCC1. The product is [Cl:33][C:31]1[CH:30]=[CH:29][C:28]([N:34]2[CH2:39][CH:38]([CH3:40])[CH2:37][CH:36]([CH3:41])[CH2:35]2)=[C:27]([CH:32]=1)[C:26]([NH:25][CH:4]([CH2:5][C:6]1[CH:7]=[CH:8][C:9]([C:12]2[CH:17]=[CH:16][CH:15]=[CH:14][C:13]=2[O:18][C:19]2[CH:20]=[CH:21][CH:22]=[CH:23][CH:24]=2)=[CH:10][CH:11]=1)[C:3]([OH:43])=[O:2])=[O:42]. The yield is 0.930. (3) The reactants are Br[C:2]1[CH:7]=[CH:6][C:5]([S:8]([NH:11][C:12]2[CH:17]=[CH:16][N:15]=[CH:14][N:13]=2)(=[O:10])=[O:9])=[CH:4][CH:3]=1.[CH3:18][C@H:19]1[CH2:24][NH:23][CH2:22][CH2:21][NH:20]1.C(P(C(C)(C)C)C1C=CC=CC=1C1C=CC=CC=1)(C)(C)C.O(C(C)(C)C)[Na]. The catalyst is C1C=CC(/C=C/C(/C=C/C2C=CC=CC=2)=O)=CC=1.C1C=CC(/C=C/C(/C=C/C2C=CC=CC=2)=O)=CC=1.C1C=CC(/C=C/C(/C=C/C2C=CC=CC=2)=O)=CC=1.[Pd].[Pd].C1(C)C=CC=CC=1. The product is [CH3:18][C@@H:19]1[NH:20][CH2:21][CH2:22][N:23]([C:2]2[CH:7]=[CH:6][C:5]([S:8]([NH:11][C:12]3[CH:17]=[CH:16][N:15]=[CH:14][N:13]=3)(=[O:10])=[O:9])=[CH:4][CH:3]=2)[CH2:24]1. The yield is 0.380. (4) The reactants are [NH2:1][C@@H:2]1[CH:7]2[CH2:8][CH2:9][N:4]([CH2:5][CH2:6]2)[C@H:3]1[CH2:10][C:11]1[CH:12]=[N:13][CH:14]=[CH:15][CH:16]=1.C(N(CC)CC)C.[O:24]1[C:28]2[CH:29]=[CH:30][CH:31]=[CH:32][C:27]=2[CH:26]=[C:25]1[C:33](O)=[O:34].C(=O)([O-])[O-].[K+].[K+]. The catalyst is ClCCl. The product is [N:13]1[CH:14]=[CH:15][CH:16]=[C:11]([CH2:10][C@H:3]2[C@H:2]([NH:1][C:33]([C:25]3[O:24][C:28]4[CH:29]=[CH:30][CH:31]=[CH:32][C:27]=4[CH:26]=3)=[O:34])[CH:7]3[CH2:6][CH2:5][N:4]2[CH2:9][CH2:8]3)[CH:12]=1. The yield is 0.770. (5) The reactants are [F:1][C:2]([F:19])([F:18])[C:3]1[CH2:9][CH:8]2[N:10]([C:11]([O:13][C:14]([CH3:17])([CH3:16])[CH3:15])=[O:12])[CH:5]([CH2:6][CH2:7]2)[CH:4]=1. The catalyst is [Pd].CO. The product is [F:19][C:2]([F:1])([F:18])[CH:3]1[CH2:4][CH:5]2[N:10]([C:11]([O:13][C:14]([CH3:15])([CH3:16])[CH3:17])=[O:12])[CH:8]([CH2:7][CH2:6]2)[CH2:9]1. The yield is 0.880.